From a dataset of Full USPTO retrosynthesis dataset with 1.9M reactions from patents (1976-2016). Predict the reactants needed to synthesize the given product. Given the product [CH3:2][C:1]1[NH:23][C:11]([C:12]2[CH:16]=[CH:15][S:14][CH:13]=2)=[CH:10][C:4]=1[C:5]([O:7][CH2:8][CH3:9])=[O:6], predict the reactants needed to synthesize it. The reactants are: [C:1]([CH:4]([CH:10](C)[C:11](=O)[C:12]1[CH:16]=[CH:15][S:14][CH:13]=1)[C:5]([O:7][CH2:8][CH3:9])=[O:6])(=O)[CH3:2].C([O-])(=O)C.[NH4+:23].